Dataset: Reaction yield outcomes from USPTO patents with 853,638 reactions. Task: Predict the reaction yield, written as a fraction of the theoretical maximum amount of product (1.0 means a 100% yield; for example, 0.34 means a 34% yield). (1) The reactants are [F:1][C:2]1[CH:13]=[CH:12][C:11]([N+:14]([O-])=O)=[CH:10][C:3]=1[C:4]([O:6][CH:7]([CH3:9])[CH3:8])=[O:5]. The catalyst is C(O)(=O)C.[Zn]. The product is [NH2:14][C:11]1[CH:12]=[CH:13][C:2]([F:1])=[C:3]([CH:10]=1)[C:4]([O:6][CH:7]([CH3:8])[CH3:9])=[O:5]. The yield is 1.00. (2) The reactants are CC1(C)O[C@H](CN2C=CC(N[C:14](=[O:35])[C@@H:15]([N:20]3[CH2:24][C:23]([O:25][C:26]4[CH:31]=[CH:30][CH:29]=[C:28](Br)[C:27]=4[F:33])=[CH:22][C:21]3=[O:34])[CH2:16][CH:17]([CH3:19])[CH3:18])=N2)CO1.C1(P(C2C=CC=CC=2)C2C=CC3C(=CC=CC=3)C=2C2C3C(=CC=CC=3)C=CC=2P(C2C=CC=CC=2)C2C=CC=CC=2)C=CC=CC=1.C(=O)([O-])[O-].[Cs+].[Cs+].[CH3:89][NH:90][CH3:91].[O:92]1CC[CH2:94][CH2:93]1. The catalyst is O1CCOCC1.C([O-])(=O)C.[Pd+2].C([O-])(=O)C.C(OCC)(=O)C. The product is [CH2:93]([O:92][C:14](=[O:35])[C@@H:15]([N:20]1[CH2:24][C:23]([O:25][C:26]2[CH:31]=[CH:30][CH:29]=[C:28]([N:90]([CH3:91])[CH3:89])[C:27]=2[F:33])=[CH:22][C:21]1=[O:34])[CH2:16][CH:17]([CH3:18])[CH3:19])[CH3:94]. The yield is 0.340.